This data is from Reaction yield outcomes from USPTO patents with 853,638 reactions. The task is: Predict the reaction yield, written as a fraction of the theoretical maximum amount of product (1.0 means a 100% yield; for example, 0.34 means a 34% yield). (1) The product is [CH2:31]([O:30][C:28](=[O:29])[NH:22][CH2:9][CH:8]([C:13]1[CH:14]=[CH:15][C:16]([Br:19])=[CH:17][CH:18]=1)[C:5]1[CH:4]=[CH:3][C:2]([F:1])=[CH:7][CH:6]=1)[C:32]1[CH:41]=[CH:40][CH:39]=[CH:38][CH:37]=1. The reactants are [F:1][C:2]1[CH:7]=[CH:6][C:5]([CH:8]([C:13]2[CH:18]=[CH:17][C:16]([Br:19])=[CH:15][CH:14]=2)[CH2:9]C(O)=O)=[CH:4][CH:3]=1.C([N:22](CC)CC)C.Cl[C:28]([O:30][CH2:31][CH3:32])=[O:29].[N-]=[N+]=[N-].[Na+].[CH2:37](O)[C:38]1C=C[CH:41]=[CH:40][CH:39]=1.C(=O)(O)[O-].[Na+]. The catalyst is CC(C)=O.O.C1(C)C=CC=CC=1.C(OCC)(=O)C.C(OCC)C. The yield is 0.450. (2) The reactants are O1CCCC1.[F:6][C:7]1[CH:8]=[C:9]([CH:22]=[CH:23][CH:24]=1)[O:10][C:11]1[CH:16]=[CH:15][C:14]([CH2:17][C:18](Cl)=[N:19][OH:20])=[CH:13][CH:12]=1.[C:25]([C:27]1[C:28]([NH2:34])=[N:29][C:30]([NH2:33])=[CH:31][CH:32]=1)#[CH:26].C(N(CC)CC)C. The catalyst is O. The product is [F:6][C:7]1[CH:8]=[C:9]([CH:22]=[CH:23][CH:24]=1)[O:10][C:11]1[CH:16]=[CH:15][C:14]([CH2:17][C:18]2[CH:26]=[C:25]([C:27]3[C:28]([NH2:34])=[N:29][C:30]([NH2:33])=[CH:31][CH:32]=3)[O:20][N:19]=2)=[CH:13][CH:12]=1. The yield is 0.342. (3) The reactants are [CH2:1]([S:3]([N:6]1[CH2:11][CH2:10][CH:9]([C:12]2[C:20]3[C:15](=[C:16]([C:28]([NH2:30])=[O:29])[CH:17]=[C:18]([C:21]4[S:22][C:23]([CH2:26][OH:27])=[CH:24][CH:25]=4)[CH:19]=3)[NH:14][CH:13]=2)[CH2:8][CH2:7]1)(=[O:5])=[O:4])[CH3:2]. The catalyst is C1COCC1.O=[Mn]=O. The product is [CH2:1]([S:3]([N:6]1[CH2:7][CH2:8][CH:9]([C:12]2[C:20]3[C:15](=[C:16]([C:28]([NH2:30])=[O:29])[CH:17]=[C:18]([C:21]4[S:22][C:23]([CH:26]=[O:27])=[CH:24][CH:25]=4)[CH:19]=3)[NH:14][CH:13]=2)[CH2:10][CH2:11]1)(=[O:4])=[O:5])[CH3:2]. The yield is 0.488. (4) The reactants are [C:1]([O:5][C:6](=[O:22])[NH:7][C@H:8]([C:19](=[S:21])[NH2:20])[CH2:9][C:10]1[CH:15]=[CH:14][C:13]([N+:16]([O-:18])=[O:17])=[CH:12][CH:11]=1)([CH3:4])([CH3:3])[CH3:2].Br[CH2:24][C:25]([C:27]1[CH:32]=[CH:31][CH:30]=[CH:29][CH:28]=1)=O.N1C=CC=CC=1.CC(OC(OC(OC(C)(C)C)=O)=O)(C)C. The catalyst is CC#N.C(OCC)C. The product is [C:1]([O:5][C:6](=[O:22])[NH:7][C@H:8]([C:19]1[S:21][CH:24]=[C:25]([C:27]2[CH:32]=[CH:31][CH:30]=[CH:29][CH:28]=2)[N:20]=1)[CH2:9][C:10]1[CH:15]=[CH:14][C:13]([N+:16]([O-:18])=[O:17])=[CH:12][CH:11]=1)([CH3:4])([CH3:2])[CH3:3]. The yield is 0.390. (5) The reactants are [CH2:1]([O:8][C:9]1[CH:10]=[CH:11][C:12]([C@@H:20]([O:23][Si:24]([C:27]([CH3:30])([CH3:29])[CH3:28])([CH3:26])[CH3:25])[CH2:21]Br)=[C:13]2[C:18]=1[NH:17][C:16](=[O:19])[CH:15]=[CH:14]2)[C:2]1[CH:7]=[CH:6][CH:5]=[CH:4][CH:3]=1.[I-].[Na+].[N-:33]=[N+:34]=[N-:35].[Na+]. The catalyst is CN(C)C=O.O. The product is [N:33]([CH2:21][C@@H:20]([C:12]1[CH:11]=[CH:10][C:9]([O:8][CH2:1][C:2]2[CH:7]=[CH:6][CH:5]=[CH:4][CH:3]=2)=[C:18]2[C:13]=1[CH:14]=[CH:15][C:16](=[O:19])[NH:17]2)[O:23][Si:24]([C:27]([CH3:30])([CH3:29])[CH3:28])([CH3:26])[CH3:25])=[N+:34]=[N-:35]. The yield is 0.780. (6) The reactants are [CH3:1][C:2]1[S:3][C:4]2[CH:10]=[C:9]([S:11](Cl)(=[O:13])=[O:12])[CH:8]=[CH:7][C:5]=2[N:6]=1.C(N(CC)CC)C.[CH3:22][N:23]([CH3:27])[CH2:24][CH2:25][NH2:26]. The catalyst is C1COCC1. The product is [CH3:22][N:23]([CH3:27])[CH2:24][CH2:25][NH:26][S:11]([C:9]1[CH:8]=[CH:7][C:5]2[N:6]=[C:2]([CH3:1])[S:3][C:4]=2[CH:10]=1)(=[O:13])=[O:12]. The yield is 0.840. (7) The reactants are [NH2:1][C:2]1[CH:10]=[CH:9][CH:8]=[C:7]([Cl:11])[C:3]=1[C:4]([OH:6])=O.O=S(Cl)Cl.[CH3:16][O:17][C:18]1[C:19]([NH2:24])=[CH:20][CH:21]=[CH:22][CH:23]=1.C(Cl)(Cl)Cl. The catalyst is C1C=CC=CC=1. The product is [NH2:1][C:2]1[CH:10]=[CH:9][CH:8]=[C:7]([Cl:11])[C:3]=1[C:4]([NH:24][C:19]1[CH:20]=[CH:21][CH:22]=[CH:23][C:18]=1[O:17][CH3:16])=[O:6]. The yield is 0.810. (8) The reactants are [CH3:1][C@:2]12[CH2:18][CH2:17][C@H:16]3[C@@H:7]([CH:8]=[CH:9][C:10]4[C@@H:15]3[CH2:14][CH2:13][C:12](=[O:19])[CH:11]=4)[C@@H:6]1[CH2:5][CH2:4][C:3]2=[O:20].[NH4+].[Cl-].[CH3:23][CH2:24]OC(C)=O.CCCCCC. The catalyst is C1COCC1. The product is [CH2:23]([C@H:8]1[CH2:9][C:10]2[C@H:15]([CH2:14][CH2:13][C:12](=[O:19])[CH:11]=2)[C@@H:16]2[C@@H:7]1[C@H:6]1[C@@:2]([CH2:18][CH2:17]2)([CH3:1])[C:3](=[O:20])[CH2:4][CH2:5]1)[CH3:24]. The yield is 0.390. (9) The reactants are [CH3:1][C:2]1[C:3]([N+:16]([O-:18])=[O:17])=[C:4]([C:10]([N+:13]([O-:15])=[O:14])=[CH:11][CH:12]=1)[C:5]([O:7][CH2:8][CH3:9])=[O:6].C[C:20]([N:22]([CH3:24])[CH3:23])=O. The catalyst is CN(C=O)C. The product is [CH3:20][N:22]([CH3:24])/[CH:23]=[CH:1]/[C:2]1[C:3]([N+:16]([O-:18])=[O:17])=[C:4]([C:10]([N+:13]([O-:15])=[O:14])=[CH:11][CH:12]=1)[C:5]([O:7][CH2:8][CH3:9])=[O:6]. The yield is 0.580.